From a dataset of Experimental lipophilicity measurements (octanol/water distribution) for 4,200 compounds from AstraZeneca. Regression/Classification. Given a drug SMILES string, predict its absorption, distribution, metabolism, or excretion properties. Task type varies by dataset: regression for continuous measurements (e.g., permeability, clearance, half-life) or binary classification for categorical outcomes (e.g., BBB penetration, CYP inhibition). For this dataset (lipophilicity_astrazeneca), we predict Y. (1) The drug is CC1=C(CC(=O)O)c2cc(F)ccc2/C1=C\c1ccc([S+](C)[O-])cc1. The Y is -0.0100 logD. (2) The drug is COc1ccc(N(C(C)=O)C(C(=O)NC2CCCC2)c2ccccc2F)c(OC)c1. The Y is 2.81 logD. (3) The compound is Nc1cccc(C(=O)NCC23CC4CC(CC(C4)C2)C3)c1Cl. The Y is 3.29 logD. (4) The molecule is CN[C@@H](C)C(=O)N[C@H](C(=O)N[C@H]1CCCN(CCc2cccc(F)c2)C1)C1CCCCC1. The Y is 2.64 logD. (5) The compound is COc1cc2ncc(C(N)=O)c(Nc3ccc(F)cc3F)c2cc1NCCN(C)C. The Y is 1.91 logD.